This data is from Reaction yield outcomes from USPTO patents with 853,638 reactions. The task is: Predict the reaction yield, written as a fraction of the theoretical maximum amount of product (1.0 means a 100% yield; for example, 0.34 means a 34% yield). (1) The reactants are [Cl:1][C:2]1[CH:7]=[CH:6][CH:5]=[CH:4][C:3]=1[CH2:8][N:9]1[CH:13]=[C:12]([C:14]2[CH:19]=C(C#N)[CH:17]=[CH:16][N:15]=2)[N:11]=[CH:10]1.[OH-:22].[Na+].Cl.[CH3:25][CH2:26][OH:27]. No catalyst specified. The product is [Cl:1][C:2]1[CH:7]=[CH:6][CH:5]=[CH:4][C:3]=1[CH2:8][N:9]1[CH:13]=[C:12]([C:14]2[CH:19]=[C:25]([C:26]([OH:22])=[O:27])[CH:17]=[CH:16][N:15]=2)[N:11]=[CH:10]1. The yield is 0.920. (2) The reactants are Br[C:2]1[C:7](=[O:8])[N:6]([CH2:9][C:10]2[CH:15]=[CH:14][C:13]([C:16]3[C:17]([C:22]#[N:23])=[CH:18][CH:19]=[CH:20][CH:21]=3)=[CH:12][CH:11]=2)[C:5]([CH2:24][CH2:25][CH2:26][CH3:27])=[N:4][C:3]=1[CH2:28][CH3:29].[CH3:30][CH:31]1[CH2:35][C:34]2[CH:36]=[C:37](B(O)O)[CH:38]=[CH:39][C:33]=2[O:32]1.C(=O)([O-])[O-].[Cs+].[Cs+]. The catalyst is O1CCOCC1.C(OCC)(=O)C.C1C=CC(P(C2C=CC=CC=2)[C-]2C=CC=C2)=CC=1.C1C=CC(P(C2C=CC=CC=2)[C-]2C=CC=C2)=CC=1.Cl[Pd]Cl.[Fe+2]. The product is [CH2:24]([C:5]1[N:6]([CH2:9][C:10]2[CH:15]=[CH:14][C:13]([C:16]3[C:17]([C:22]#[N:23])=[CH:18][CH:19]=[CH:20][CH:21]=3)=[CH:12][CH:11]=2)[C:7](=[O:8])[C:2]([C:37]2[CH:38]=[CH:39][C:33]3[O:32][CH:31]([CH3:30])[CH2:35][C:34]=3[CH:36]=2)=[C:3]([CH2:28][CH3:29])[N:4]=1)[CH2:25][CH2:26][CH3:27]. The yield is 0.820. (3) The reactants are [CH2:1]([C:3]1[N:4]=[C:5]([CH2:27][CH2:28][CH3:29])[N:6]([CH2:12][C:13]2[CH:18]=[CH:17][C:16]([C:19]3[C:20]([C:25]#[N:26])=[CH:21][CH:22]=[CH:23][CH:24]=3)=[CH:15][CH:14]=2)[C:7](=[O:11])[C:8]=1[CH:9]=[O:10])[CH3:2].O1C[CH2:33][CH2:32][CH2:31]1. No catalyst specified. The product is [CH2:1]([C:3]1[N:4]=[C:5]([CH2:27][CH2:28][CH3:29])[N:6]([CH2:12][C:13]2[CH:18]=[CH:17][C:16]([C:19]3[C:20]([C:25]#[N:26])=[CH:21][CH:22]=[CH:23][CH:24]=3)=[CH:15][CH:14]=2)[C:7](=[O:11])[C:8]=1[CH:9]([OH:10])[CH:32]([CH3:33])[CH3:31])[CH3:2]. The yield is 0.570. (4) The reactants are [Cl:1][C:2]1[CH:3]=[C:4]([N+:15]([O-:17])=[O:16])[C:5]([NH:8][CH2:9][C@@H:10]2[CH2:14][CH2:13][NH:12][CH2:11]2)=[N:6][CH:7]=1.C(N(C(C)C)CC)(C)C.[CH:27]1([C:30](Cl)=[O:31])[CH2:29][CH2:28]1. The catalyst is ClCCl. The product is [Cl:1][C:2]1[CH:3]=[C:4]([N+:15]([O-:17])=[O:16])[C:5]([NH:8][CH2:9][C@@H:10]2[CH2:14][CH2:13][N:12]([C:30]([CH:27]3[CH2:29][CH2:28]3)=[O:31])[CH2:11]2)=[N:6][CH:7]=1. The yield is 0.690.